This data is from Reaction yield outcomes from USPTO patents with 853,638 reactions. The task is: Predict the reaction yield, written as a fraction of the theoretical maximum amount of product (1.0 means a 100% yield; for example, 0.34 means a 34% yield). (1) The reactants are [Br:1][CH:2]1[C:10]2([CH2:15][CH2:14][N:13]([C:16]([O:18][CH2:19][C:20]3[CH:25]=[CH:24][CH:23]=[CH:22][CH:21]=3)=[O:17])[CH2:12][CH2:11]2)[CH2:9][C:8]2[CH:7]=[N:6][N:5]([C:26]([CH3:29])([CH3:28])[CH3:27])[C:4]=2[CH:3]1[OH:30].CC(C)=O.OS(O)(=O)=O.O=[Cr](=O)=O. The catalyst is CC(C)=O. The product is [Br:1][CH:2]1[C:10]2([CH2:15][CH2:14][N:13]([C:16]([O:18][CH2:19][C:20]3[CH:25]=[CH:24][CH:23]=[CH:22][CH:21]=3)=[O:17])[CH2:12][CH2:11]2)[CH2:9][C:8]2[CH:7]=[N:6][N:5]([C:26]([CH3:28])([CH3:27])[CH3:29])[C:4]=2[C:3]1=[O:30]. The yield is 0.870. (2) The reactants are [CH3:1][Si:2]([C:5]#[CH:6])([CH3:4])[CH3:3].[Li]CCCC.C([O:16][C:17]([NH:19][C:20]([CH3:24])([CH3:23])[CH:21]=[O:22])=O)(C)(C)C. The catalyst is C1COCC1. The product is [CH3:23][C:20]1([CH3:24])[CH:21]([C:6]#[C:5][Si:2]([CH3:4])([CH3:3])[CH3:1])[O:22][C:17](=[O:16])[NH:19]1. The yield is 1.00. (3) The reactants are O[CH:2]=[C:3]1[C:11]2[C:6](=[CH:7][C:8]([C:12]([C:14]3[CH:15]=[C:16]([NH:20][C:21]([C:23]4[S:24][C:25]([C:28](=[O:30])[CH3:29])=[CH:26][CH:27]=4)=[O:22])[CH:17]=[CH:18][CH:19]=3)=[O:13])=[CH:9][CH:10]=2)[NH:5][C:4]1=[O:31].[NH2:32][C:33]1[CH:34]=[C:35]([OH:39])[CH:36]=[CH:37][CH:38]=1. The catalyst is C1COCC1. The product is [OH:39][C:35]1[CH:34]=[C:33]([NH:32][CH:2]=[C:3]2[C:11]3[C:6](=[CH:7][C:8]([C:12]([C:14]4[CH:15]=[C:16]([NH:20][C:21]([C:23]5[S:24][C:25]([C:28](=[O:30])[CH3:29])=[CH:26][CH:27]=5)=[O:22])[CH:17]=[CH:18][CH:19]=4)=[O:13])=[CH:9][CH:10]=3)[NH:5][C:4]2=[O:31])[CH:38]=[CH:37][CH:36]=1. The yield is 0.820. (4) The reactants are Br[C:2]1[CH:3]=[C:4]2[C:8](=[CH:9][CH:10]=1)[N:7]([CH2:11][C:12]1[CH:17]=[CH:16][C:15]([CH3:18])=[CH:14][CH:13]=1)[CH:6]=[CH:5]2.[C:19]1(B(O)O)[CH:24]=[CH:23][CH:22]=[CH:21][CH:20]=1.C(=O)([O-])[O-].[K+].[K+].C(Cl)Cl. The catalyst is O1CCOCC1.O.O. The product is [CH3:18][C:15]1[CH:16]=[CH:17][C:12]([CH2:11][N:7]2[C:8]3[C:4](=[CH:3][C:2]([C:19]4[CH:24]=[CH:23][CH:22]=[CH:21][CH:20]=4)=[CH:10][CH:9]=3)[CH:5]=[CH:6]2)=[CH:13][CH:14]=1. The yield is 0.490. (5) The reactants are Br[CH2:2][CH2:3][CH2:4][O:5][C:6]1[CH:7]=[CH:8][C:9]2SC=[N:11][C:10]=2[CH:14]=1.[Na+].[I-].[Cl:17][C:18]1[C:23]([Cl:24])=[CH:22][CH:21]=[CH:20][C:19]=1[CH:25]1[CH2:30][CH2:29][NH:28][CH2:27][CH2:26]1.C[CH2:32][N:33](C(C)C)C(C)C.[CH3:40]C#N. The yield is 0.600. The product is [Cl:17][C:18]1[C:23]([Cl:24])=[CH:22][CH:21]=[CH:20][C:19]=1[CH:25]1[CH2:30][CH2:29][N:28]([CH2:40][CH2:2][CH2:3][CH2:4][O:5][C:6]2[CH:14]=[C:10]3[C:9]([CH:32]=[N:33][NH:11]3)=[CH:8][CH:7]=2)[CH2:27][CH2:26]1. No catalyst specified. (6) The reactants are [C:1]([C:3]1[C:8](=[O:9])[N:7]([C:10]2[CH:15]=[CH:14][C:13]([S:16][CH3:17])=[CH:12][CH:11]=2)[C:6]([C:18]2[CH:23]=[CH:22][C:21]([F:24])=[CH:20][CH:19]=2)=[N:5][C:4]=1SC)#[N:2].[CH3:27][NH2:28]. The catalyst is C(O)C. The product is [C:1]([C:3]1[C:8](=[O:9])[N:7]([C:10]2[CH:11]=[CH:12][C:13]([S:16][CH3:17])=[CH:14][CH:15]=2)[C:6]([C:18]2[CH:23]=[CH:22][C:21]([F:24])=[CH:20][CH:19]=2)=[N:5][C:4]=1[NH:28][CH3:27])#[N:2]. The yield is 0.420. (7) The reactants are [N:1]([C@H:4]1[C@H:9]([NH:10][C:11](=[O:13])[CH3:12])[C@@H:8]([OH:14])[C@H:7]([OH:15])[C@@H:6]([CH2:16][OH:17])[O:5]1)=[N+:2]=[N-:3].O=[C:19]1[O:25][C@H:24]([C@H:26]([CH2:28][OH:29])[OH:27])[C:22]([O-:23])=[C:20]1[OH:21].[Na+].[CH2:31](O)[CH3:32]. The catalyst is O.CO.[O-]S([O-])(=O)=O.[Cu+2]. The product is [OH:14][C@H:8]1[C@H:7]([OH:15])[C@@H:6]([CH2:16][OH:17])[O:5][C@@H:4]([N:1]2[CH:32]=[C:31]([C@@H:19]3[C@@H:20]([OH:21])[C@@H:28]([OH:29])[C@H:26]([OH:27])[C@@H:24]([CH2:22][OH:23])[O:25]3)[N:3]=[N:2]2)[C@@H:9]1[NH:10][C:11](=[O:13])[CH3:12]. The yield is 0.140. (8) The reactants are Br[C:2]1[CH:16]=[CH:15][C:5]([CH2:6][O:7][C:8]2[CH:13]=[CH:12][C:11]([Cl:14])=[CH:10][N:9]=2)=[CH:4][CH:3]=1.[CH3:17][S:18]([NH2:21])(=[O:20])=[O:19].F[B-](F)(F)F.C([PH+](C(C)(C)C)C(C)(C)C)(C)(C)C.N12CCCN=C1CCCCC2.[O:51]1CCOC[CH2:52]1. The catalyst is CC1C(P(C2C([CH2-])=CC=CC=2)C2C(C)=CC=CC=2)=CC=CC=1.CC1C(P(C2C([CH2-])=CC=CC=2)C2C(C)=CC=CC=2)=CC=CC=1.CC(O)=O.CC(O)=O.[Pd].[Pd]. The product is [Cl:14][C:11]1[CH:12]=[CH:13][C:8]([O:7][CH2:6][C:5]2[CH:15]=[CH:16][C:2]([C:52]([NH:21][S:18]([CH3:17])(=[O:20])=[O:19])=[O:51])=[CH:3][CH:4]=2)=[N:9][CH:10]=1. The yield is 0.370. (9) The reactants are [CH3:1][O:2][C:3]1[CH:4]=[C:5]([NH:11][C:12]([NH2:14])=[S:13])[CH:6]=[C:7]([O:9][CH3:10])[CH:8]=1.[CH3:15][I:16]. The catalyst is CO. The product is [IH:16].[CH3:1][O:2][C:3]1[CH:4]=[C:5]([NH:11][C:12](=[NH:14])[S:13][CH3:15])[CH:6]=[C:7]([O:9][CH3:10])[CH:8]=1. The yield is 0.920.